Task: Predict which catalyst facilitates the given reaction.. Dataset: Catalyst prediction with 721,799 reactions and 888 catalyst types from USPTO (1) Reactant: [Cl-].[C:2]([C:5]1[CH:6]=[N+:7]([CH2:11][C:12](=[O:18])[C:13]2[S:14][CH:15]=[CH:16][CH:17]=2)[CH:8]=[CH:9][CH:10]=1)([OH:4])=[O:3].C([BH3-])#N.[Na+]. Product: [O:18]=[C:12]([C:13]1[S:14][CH:15]=[CH:16][CH:17]=1)[CH2:11][N:7]1[CH:8]=[CH:9][CH2:10][C:5]([C:2]([OH:4])=[O:3])=[CH:6]1. The catalyst class is: 17. (2) Reactant: [CH2:1]([O:3][C:4]1[CH:21]=[CH:20][C:7]([O:8][C:9]2[CH:10]=[C:11]([CH:17]=[CH:18][CH:19]=2)[C:12]([O:14]CC)=[O:13])=[CH:6][CH:5]=1)[CH3:2].[OH-].[Na+].Cl. Product: [CH2:1]([O:3][C:4]1[CH:21]=[CH:20][C:7]([O:8][C:9]2[CH:10]=[C:11]([CH:17]=[CH:18][CH:19]=2)[C:12]([OH:14])=[O:13])=[CH:6][CH:5]=1)[CH3:2]. The catalyst class is: 36. (3) Reactant: [CH3:1][C:2]1([CH:5]=O)[CH2:4][CH2:3]1.[Cl:7][C:8]1[CH:13]=[CH:12][CH:11]=[C:10]([Cl:14])[C:9]=1[CH:15]([O:18][Si:19]([CH2:24][CH3:25])([CH2:22][CH3:23])[CH2:20][CH3:21])[CH2:16][NH2:17].[BH-](OC(C)=O)(OC(C)=O)OC(C)=O.[Na+]. Product: [Cl:7][C:8]1[CH:13]=[CH:12][CH:11]=[C:10]([Cl:14])[C:9]=1[CH:15]([O:18][Si:19]([CH2:20][CH3:21])([CH2:24][CH3:25])[CH2:22][CH3:23])[CH2:16][NH:17][CH2:5][C:2]1([CH3:1])[CH2:3][CH2:4]1. The catalyst class is: 2.